Predict the reaction yield, written as a fraction of the theoretical maximum amount of product (1.0 means a 100% yield; for example, 0.34 means a 34% yield). From a dataset of Reaction yield outcomes from USPTO patents with 853,638 reactions. (1) The reactants are F[C:2]1[C:7]([I:8])=[CH:6][CH:5]=[CH:4][N:3]=1.[CH3:9][NH2:10]. No catalyst specified. The product is [I:8][C:7]1[C:2]([NH:10][CH3:9])=[N:3][CH:4]=[CH:5][CH:6]=1. The yield is 0.950. (2) The reactants are [Br:1][C:2]1[S:3][C:4]([C:8]([NH2:10])=O)=[C:5]([Br:7])[N:6]=1.C1(C)C=CC=CC=1.C[N:19]([CH:21](OC)OC)C.C(O)(=O)C.[NH2:30]N.C([O-])(O)=O.[Na+]. The catalyst is CCOC(C)=O.CCCCCC. The product is [Br:1][C:2]1[S:3][C:4]([C:8]2[NH:10][CH:21]=[N:19][N:30]=2)=[C:5]([Br:7])[N:6]=1. The yield is 0.610.